From a dataset of Catalyst prediction with 721,799 reactions and 888 catalyst types from USPTO. Predict which catalyst facilitates the given reaction. Reactant: [C:1]([O:9][N:10]=[C:11]([C:24]1[CH:29]=[CH:28][CH:27]=[CH:26][CH:25]=1)[CH:12]1[CH2:16][CH2:15][CH2:14][N:13]1C(OC(C)(C)C)=O)(=O)[C:2]1[CH:7]=[CH:6][CH:5]=[CH:4][CH:3]=1. Product: [CH2:1]([O:9][N:10]=[C:11]([C:24]1[CH:29]=[CH:28][CH:27]=[CH:26][CH:25]=1)[CH:12]1[CH2:16][CH2:15][CH2:14][NH:13]1)[C:2]1[CH:3]=[CH:4][CH:5]=[CH:6][CH:7]=1. The catalyst class is: 330.